Predict the product of the given reaction. From a dataset of Forward reaction prediction with 1.9M reactions from USPTO patents (1976-2016). (1) Given the reactants [F:1][CH:2]([F:25])[O:3][C:4]1[CH:9]=[CH:8][C:7]([C:10]2[CH:11]=[N:12][C:13]([NH:16][C:17]3[CH:22]=[CH:21][C:20]([CH3:23])=[C:19]([NH2:24])[CH:18]=3)=[N:14][CH:15]=2)=[CH:6][CH:5]=1.ClC(OC1C=CC([N+]([O-])=O)=CC=1)=[O:28].N1C=CC=CC=1.[CH2:45]([N:52]1[CH2:57][CH2:56][N:55](C(OCC)=O)[CH:54]([C:63]([F:66])([F:65])[F:64])[CH2:53]1)C1C=CC=CC=1.CSC.CS(O)(=O)=O, predict the reaction product. The product is: [F:25][CH:2]([F:1])[O:3][C:4]1[CH:9]=[CH:8][C:7]([C:10]2[CH:15]=[N:14][C:13]([NH:16][C:17]3[CH:22]=[CH:21][C:20]([CH3:23])=[C:19]([NH:24][C:45]([N:52]4[CH2:57][CH2:56][NH:55][CH:54]([C:63]([F:66])([F:65])[F:64])[CH2:53]4)=[O:28])[CH:18]=3)=[N:12][CH:11]=2)=[CH:6][CH:5]=1. (2) The product is: [CH:33]1[C:34]2[C:39](=[CH:38][CH:37]=[CH:36][CH:35]=2)[CH:40]=[CH:41][C:32]=1[C:30]1[CH:29]=[CH:28][N:27]=[C:26]([N:1]2[CH2:7][CH2:6][CH2:5][CH:4]([NH2:8])[CH2:3][CH2:2]2)[N:31]=1. Given the reactants [NH:1]1[CH2:7][CH2:6][CH2:5][CH:4]([NH:8]C(=O)OC(C)(C)C)[CH2:3][CH2:2]1.CCN(C(C)C)C(C)C.Cl[C:26]1[N:31]=[C:30]([C:32]2[CH:41]=[CH:40][C:39]3[C:34](=[CH:35][CH:36]=[CH:37][CH:38]=3)[CH:33]=2)[CH:29]=[CH:28][N:27]=1, predict the reaction product.